Dataset: Forward reaction prediction with 1.9M reactions from USPTO patents (1976-2016). Task: Predict the product of the given reaction. (1) Given the reactants [NH2:1][C:2]1[C:7]([C:8]([NH2:10])=[O:9])=[CH:6][N:5]=[C:4]([Cl:11])[CH:3]=1.[CH:12](OC)(OC)OC, predict the reaction product. The product is: [Cl:11][C:4]1[N:5]=[CH:6][C:7]2[C:8](=[O:9])[NH:10][CH:12]=[N:1][C:2]=2[CH:3]=1. (2) Given the reactants [CH3:1][C:2]1[CH:11]=[CH:10][C:9]2[C:4](=[CH:5][CH:6]=[C:7]([NH:12][C:13]3[C:18]([N+:19]([O-])=O)=[CH:17][N:16]=[C:15]([NH:22][C@@H:23]4[CH2:27][CH2:26][C@@H:25]([C:28]([NH2:30])=[O:29])[CH2:24]4)[N:14]=3)[CH:8]=2)[N:3]=1.[Sn](Cl)Cl.C(=O)([O-])[O-].[Na+].[Na+], predict the reaction product. The product is: [NH2:19][C:18]1[C:13]([NH:12][C:7]2[CH:8]=[C:9]3[C:4](=[CH:5][CH:6]=2)[N:3]=[C:2]([CH3:1])[CH:11]=[CH:10]3)=[N:14][C:15]([NH:22][C@@H:23]2[CH2:27][CH2:26][C@@H:25]([C:28]([NH2:30])=[O:29])[CH2:24]2)=[N:16][CH:17]=1. (3) The product is: [C:20]([N:16]1[CH2:17][CH2:18][CH2:19][C@@H:14]([N:8]2[C:4]3=[N:5][CH:6]=[N:7][C:2]([NH2:1])=[C:3]3[C:10]([C:11]([NH:46][C:43]3[O:44][C:45]4[C:37]([Cl:36])=[CH:38][CH:39]=[CH:40][C:41]=4[N:42]=3)=[O:12])=[N:9]2)[CH2:15]1)(=[O:21])[CH:27]=[CH2:28]. Given the reactants [NH2:1][C:2]1[N:7]=[CH:6][N:5]=[C:4]2[N:8]([C@@H:14]3[CH2:19][CH2:18][CH2:17][N:16]([C:20](OC(C)(C)C)=[O:21])[CH2:15]3)[N:9]=[C:10]([C:11](O)=[O:12])[C:3]=12.[CH:27](N(C(C)C)CC)(C)[CH3:28].[Cl:36][C:37]1[C:45]2[O:44][C:43]([NH2:46])=[N:42][C:41]=2[CH:40]=[CH:39][CH:38]=1.CN(C(ON1N=NC2C=CC=NC1=2)=[N+](C)C)C.F[P-](F)(F)(F)(F)F, predict the reaction product.